Dataset: Forward reaction prediction with 1.9M reactions from USPTO patents (1976-2016). Task: Predict the product of the given reaction. (1) Given the reactants [CH3:1][O:2][CH2:3][C:4]1([C:10]([N:12]2[CH2:18][C:17]3[CH:19]=[CH:20][C:21]([C:23]([O:25]C)=O)=[CH:22][C:16]=3[O:15][CH2:14][C@@H:13]2[CH3:27])=[O:11])[CH2:9][CH2:8]C[CH2:6][CH2:5]1.[NH2:28][OH:29].[OH-:30].[Na+], predict the reaction product. The product is: [OH:29][NH:28][C:23]([C:21]1[CH:20]=[CH:19][C:17]2[CH2:18][N:12]([C:10]([C:4]3([CH2:3][O:2][CH3:1])[CH2:5][CH2:6][O:30][CH2:8][CH2:9]3)=[O:11])[C@@H:13]([CH3:27])[CH2:14][O:15][C:16]=2[CH:22]=1)=[O:25]. (2) Given the reactants [N+:1]([C:4]1[CH:19]=[CH:18][C:7]([CH2:8][C:9]2[C:17]3[C:12](=[CH:13][CH:14]=[CH:15][CH:16]=3)[NH:11][N:10]=2)=[CH:6][CH:5]=1)([O-:3])=[O:2].Br[CH2:21][C:22]([O:24][CH2:25][CH3:26])=[O:23].C(=O)([O-])[O-].[Cs+].[Cs+], predict the reaction product. The product is: [N+:1]([C:4]1[CH:5]=[CH:6][C:7]([CH2:8][C:9]2[C:17]3[C:12](=[CH:13][CH:14]=[CH:15][CH:16]=3)[N:11]([CH2:21][C:22]([O:24][CH2:25][CH3:26])=[O:23])[N:10]=2)=[CH:18][CH:19]=1)([O-:3])=[O:2]. (3) Given the reactants [F:1][C:2]([F:48])([F:47])[C:3]1[CH:4]=[C:5]([CH:40]=[C:41]([C:43]([F:46])([F:45])[F:44])[CH:42]=1)[CH2:6][N:7]([C:28]1[N:33]=[CH:32][C:31]([C:34]2[CH:35]=[N:36][N:37]([CH3:39])[CH:38]=2)=[CH:30][N:29]=1)[C@@H:8]1[CH2:12][N:11]([C:13]2[CH:18]=[CH:17][C:16]([C:19]([F:22])([F:21])[F:20])=[CH:15][C:14]=2[CH:23](O)[CH3:24])[C@H:10]([CH2:26][CH3:27])[CH2:9]1.C([SiH](CC)CC)C, predict the reaction product. The product is: [F:45][C:43]([F:44])([F:46])[C:41]1[CH:40]=[C:5]([CH:4]=[C:3]([C:2]([F:48])([F:47])[F:1])[CH:42]=1)[CH2:6][N:7]([C@H:8]1[CH2:9][C@@H:10]([CH2:26][CH3:27])[N:11]([C:13]2[CH:18]=[CH:17][C:16]([C:19]([F:20])([F:21])[F:22])=[CH:15][C:14]=2[CH2:23][CH3:24])[CH2:12]1)[C:28]1[N:29]=[CH:30][C:31]([C:34]2[CH:35]=[N:36][N:37]([CH3:39])[CH:38]=2)=[CH:32][N:33]=1. (4) Given the reactants Br[C:2]1[CH:3]=[C:4]([N:12]2[CH:16]=[CH:15][CH:14]=[N:13]2)[C:5]([N+:9]([O-:11])=[O:10])=[C:6]([NH2:8])[CH:7]=1.[N:17]1[CH:22]=[CH:21][CH:20]=[C:19](B(CC)CC)[CH:18]=1.C(=O)([O-])[O-].[Na+].[Na+], predict the reaction product. The product is: [N+:9]([C:5]1[C:4]([N:12]2[CH:16]=[CH:15][CH:14]=[N:13]2)=[CH:3][C:2]([C:19]2[CH:18]=[N:17][CH:22]=[CH:21][CH:20]=2)=[CH:7][C:6]=1[NH2:8])([O-:11])=[O:10]. (5) Given the reactants P(Cl)(Cl)(Cl)=O.[Cl:6][C:7]1[CH:8]=[CH:9][C:10]([N:24]2[CH:28]=[CH:27][CH:26]=[CH:25]2)=[C:11]([C:13]([C:15]2[CH:20]=[CH:19][CH:18]=[C:17]([O:21][CH3:22])[C:16]=2[F:23])=[O:14])[CH:12]=1.[C:29]([O-])(=[O:31])C.[Na+], predict the reaction product. The product is: [Cl:6][C:7]1[CH:8]=[CH:9][C:10]([N:24]2[CH:28]=[CH:27][CH:26]=[C:25]2[CH:29]=[O:31])=[C:11]([C:13](=[O:14])[C:15]2[CH:20]=[CH:19][CH:18]=[C:17]([O:21][CH3:22])[C:16]=2[F:23])[CH:12]=1. (6) Given the reactants [C:1]1([N:7]2[C:15](=[O:16])[C:14]3[C:9]([C:10]4[CH:19]=[CH:18][NH:17][C:11]=4[NH:12][CH:13]=3)=[N:8]2)[CH:6]=[CH:5][CH:4]=[CH:3][CH:2]=1.C(N(C(C)C)CC)(C)C.[CH2:29]([N:31]=[C:32]=[S:33])[CH3:30], predict the reaction product. The product is: [CH2:29]([NH:31][C:32]([N:17]1[C:11]2[NH:12][CH:13]=[C:14]3[C:15](=[O:16])[N:7]([C:1]4[CH:2]=[CH:3][CH:4]=[CH:5][CH:6]=4)[N:8]=[C:9]3[C:10]=2[CH:19]=[CH:18]1)=[S:33])[CH3:30]. (7) Given the reactants CO[C:3]([C:5]1[S:9][C:8]([CH2:10][CH:11]([C:13]2[C:14]([CH2:19][CH2:20][CH2:21][CH3:22])=[N:15][O:16][C:17]=2[CH3:18])O)=[N:7][CH:6]=1)=[O:4].S(=O)(=O)(O)O.[CH:28]([NH2:31])([CH3:30])[CH3:29], predict the reaction product. The product is: [CH:28]([NH:31][C:3]([C:5]1[S:9][C:8](/[CH:10]=[CH:11]/[C:13]2[C:14]([CH2:19][CH2:20][CH2:21][CH3:22])=[N:15][O:16][C:17]=2[CH3:18])=[N:7][CH:6]=1)=[O:4])([CH3:30])[CH3:29]. (8) Given the reactants [CH2:1]([O:3][C:4](=[O:28])[CH2:5][N:6]1[C:14]2[C:9](=[CH:10][C:11]([F:15])=[CH:12][CH:13]=2)[C:8]([CH2:16][C:17]2[CH:22]=[CH:21][CH:20]=[CH:19][C:18]=2[S:23]([O-])(=[O:25])=[O:24])=[C:7]1[CH3:27])[CH3:2].[Na+].[Cl:30]S(O)(=O)=O, predict the reaction product. The product is: [Cl:30][S:23]([C:18]1[CH:19]=[CH:20][CH:21]=[CH:22][C:17]=1[CH2:16][C:8]1[C:9]2[C:14](=[CH:13][CH:12]=[C:11]([F:15])[CH:10]=2)[N:6]([CH2:5][C:4]([O:3][CH2:1][CH3:2])=[O:28])[C:7]=1[CH3:27])(=[O:25])=[O:24].